From a dataset of Forward reaction prediction with 1.9M reactions from USPTO patents (1976-2016). Predict the product of the given reaction. Given the reactants [N:1]([C@H:4]1[C:13]2[C:8](=[CH:9][C:10]([C:14](OC)=[O:15])=[CH:11][CH:12]=2)[O:7][CH2:6][CH2:5]1)=[N+:2]=[N-:3].CC(C[AlH]CC(C)C)C, predict the reaction product. The product is: [N:1]([C@H:4]1[C:13]2[C:8](=[CH:9][C:10]([CH2:14][OH:15])=[CH:11][CH:12]=2)[O:7][CH2:6][CH2:5]1)=[N+:2]=[N-:3].